This data is from CYP1A2 inhibition data for predicting drug metabolism from PubChem BioAssay. The task is: Regression/Classification. Given a drug SMILES string, predict its absorption, distribution, metabolism, or excretion properties. Task type varies by dataset: regression for continuous measurements (e.g., permeability, clearance, half-life) or binary classification for categorical outcomes (e.g., BBB penetration, CYP inhibition). Dataset: cyp1a2_veith. (1) The compound is CC(=O)c1ccc(NC(=O)C2(c3ccccc3)CCOCC2)cc1. The result is 0 (non-inhibitor). (2) The compound is CCOC(=O)C1=NO[C@@]2(C=C(Br)C3(OCCCO3)[C@H]3O[C@H]32)C1. The result is 0 (non-inhibitor). (3) The molecule is CC(=O)O[C@H]1CC[C@H]2[C@@H]3CCC4=C[C@@H](C5SCCS5)[C@H](OC(C)=O)C[C@]4(C)[C@H]3CC[C@@]12C. The result is 0 (non-inhibitor). (4) The molecule is Cc1oncc1C(=O)Nc1ccc(C(F)(F)F)cc1. The result is 1 (inhibitor). (5) The compound is OC(Cn1c2ccccc2c2ccccc21)C[n+]1cccc2ccccc21.[O-][Cl+3]([O-])([O-])[O-]. The result is 0 (non-inhibitor). (6) The drug is O=C(NC(Cc1c[nH]c2ccccc12)c1nnc2n1CCCCC2)c1ccccc1. The result is 0 (non-inhibitor). (7) The result is 1 (inhibitor). The compound is COc1ccc(-n2c(=O)c(C)nc3cnc(N4CCNCC4)nc32)cc1. (8) The molecule is COc1ccc(C(=O)N2CCC3(CCN(C)CC3)CC2)cc1. The result is 0 (non-inhibitor). (9) The compound is CCCCCCCC/C=C\CCCCCCCC(=O)NCCO. The result is 1 (inhibitor). (10) The molecule is COc1ccccc1CNc1ccnc(-c2ccc(C(=O)N(C)C)cc2)n1. The result is 1 (inhibitor).